From a dataset of hERG potassium channel inhibition data for cardiac toxicity prediction from Karim et al.. Regression/Classification. Given a drug SMILES string, predict its toxicity properties. Task type varies by dataset: regression for continuous values (e.g., LD50, hERG inhibition percentage) or binary classification for toxic/non-toxic outcomes (e.g., AMES mutagenicity, cardiotoxicity, hepatotoxicity). Dataset: herg_karim. The compound is O=C(O)c1ccc(Oc2ccc(CN3CCC(N4C(=O)N(C5CCOCC5)C[C@H]4c4ccccc4)CC3)cc2)cc1. The result is 0 (non-blocker).